This data is from Reaction yield outcomes from USPTO patents with 853,638 reactions. The task is: Predict the reaction yield, written as a fraction of the theoretical maximum amount of product (1.0 means a 100% yield; for example, 0.34 means a 34% yield). (1) The reactants are [Br:1][C:2]1[CH:3]=[C:4]([S:8](F)(=[O:10])=[O:9])[CH:5]=[CH:6][CH:7]=1.[C:12]1([Mg]Br)[CH:17]=[CH:16][CH:15]=[CH:14][CH:13]=1. The catalyst is C1COCC1. The product is [C:12]1([S:8]([C:4]2[CH:3]=[C:2]([Br:1])[CH:7]=[CH:6][CH:5]=2)(=[O:10])=[O:9])[CH:17]=[CH:16][CH:15]=[CH:14][CH:13]=1. The yield is 0.880. (2) The reactants are COC1C=CC(C[N:8]2[CH2:11][C:10]3([CH2:15][CH2:14][CH2:13][N:12]3[C:16]([O:18][CH2:19][C:20]3[CH:25]=[CH:24][CH:23]=[CH:22][CH:21]=3)=[O:17])[C:9]2=[O:26])=CC=1.O=[N+]([O-])[O-].[O-][N+](=O)[O-].[O-][N+](=O)[O-].[O-][N+](=O)[O-].[O-][N+](=O)[O-].[O-][N+](=O)[O-].[Ce+4].[NH4+].[NH4+]. The catalyst is CC#N.O. The product is [O:26]=[C:9]1[C:10]2([CH2:15][CH2:14][CH2:13][N:12]2[C:16]([O:18][CH2:19][C:20]2[CH:25]=[CH:24][CH:23]=[CH:22][CH:21]=2)=[O:17])[CH2:11][NH:8]1. The yield is 0.380. (3) The reactants are [I:1][C:2]1[CH:8]=[CH:7][C:5]([NH2:6])=[CH:4][CH:3]=1.C(=O)([O-])[O-].[Na+].[Na+].Cl[C:16]([O:18][CH2:19][C:20]1[CH:25]=[CH:24][CH:23]=[CH:22][CH:21]=1)=[O:17]. The catalyst is O1CCCC1.O. The product is [C:20]1([CH2:19][O:18][C:16](=[O:17])[NH:6][C:5]2[CH:7]=[CH:8][C:2]([I:1])=[CH:3][CH:4]=2)[CH:25]=[CH:24][CH:23]=[CH:22][CH:21]=1. The yield is 0.670. (4) The reactants are [C:1]([O:5][C:6]([N:8]([C:42]([O:44][C:45]([CH3:48])([CH3:47])[CH3:46])=[O:43])[C:9]1[C:10]([C:16]2[O:20][N:19]=[C:18]([C:21]3[CH:26]=[CH:25][C:24]([CH2:27][N:28]([CH:36]4[CH2:41][CH2:40][O:39][CH2:38][CH2:37]4)[C:29](=[O:35])[O:30][C:31]([CH3:34])([CH3:33])[CH3:32])=[CH:23][CH:22]=3)[CH:17]=2)=[N:11][C:12](Br)=[CH:13][N:14]=1)=[O:7])([CH3:4])([CH3:3])[CH3:2].C([O-])([O-])=O.[K+].[K+].[CH3:55][C:56]([C:60]1[CH:65]=[C:64](B2OC(C)(C)C(C)(C)O2)[CH:63]=[CH:62][N:61]=1)([CH3:59])[C:57]#[N:58]. The catalyst is C1(C)C=CC=CC=1.O. The product is [C:1]([O:5][C:6]([N:8]([C:42]([O:44][C:45]([CH3:48])([CH3:47])[CH3:46])=[O:43])[C:9]1[C:10]([C:16]2[O:20][N:19]=[C:18]([C:21]3[CH:26]=[CH:25][C:24]([CH2:27][N:28]([CH:36]4[CH2:41][CH2:40][O:39][CH2:38][CH2:37]4)[C:29](=[O:35])[O:30][C:31]([CH3:34])([CH3:33])[CH3:32])=[CH:23][CH:22]=3)[CH:17]=2)=[N:11][C:12]([C:64]2[CH:63]=[CH:62][N:61]=[C:60]([C:56]([C:57]#[N:58])([CH3:59])[CH3:55])[CH:65]=2)=[CH:13][N:14]=1)=[O:7])([CH3:4])([CH3:3])[CH3:2]. The yield is 0.680. (5) The reactants are Br[C:2]1[CH:11]=[C:10]2[C:5]([CH:6]=[N:7][CH:8]=[N:9]2)=[CH:4][CH:3]=1.O.[CH3:13][C:14]1(C)C(C)(C)OB(C=C)O1.C([O-])([O-])=O.[Na+].[Na+]. The catalyst is C1(C)C=CC=CC=1.C1C=CC([P]([Pd]([P](C2C=CC=CC=2)(C2C=CC=CC=2)C2C=CC=CC=2)([P](C2C=CC=CC=2)(C2C=CC=CC=2)C2C=CC=CC=2)[P](C2C=CC=CC=2)(C2C=CC=CC=2)C2C=CC=CC=2)(C2C=CC=CC=2)C2C=CC=CC=2)=CC=1. The product is [CH:13]([C:2]1[CH:11]=[C:10]2[C:5]([CH:6]=[N:7][CH:8]=[N:9]2)=[CH:4][CH:3]=1)=[CH2:14]. The yield is 0.704. (6) The reactants are [C:1]([C:5]1[CH:9]=[C:8]([NH:10][C:11]2[CH:20]=[C:19](Cl)[CH:18]=[CH:17][C:12]=2[C:13]([O:15][CH3:16])=[O:14])[N:7]([C:22]2[CH:27]=[CH:26][CH:25]=[CH:24][C:23]=2[CH3:28])[N:6]=1)([CH3:4])([CH3:3])[CH3:2].[CH2:29](B(O)O)[CH3:30].C(P(C(C)(C)C)C(C)(C)C)(C)(C)C.[F-].[K+]. The catalyst is C1C=CC(/C=C/C(/C=C/C2C=CC=CC=2)=O)=CC=1.C1C=CC(/C=C/C(/C=C/C2C=CC=CC=2)=O)=CC=1.C1C=CC(/C=C/C(/C=C/C2C=CC=CC=2)=O)=CC=1.[Pd].[Pd].O1CCOCC1. The product is [C:1]([C:5]1[CH:9]=[C:8]([NH:10][C:11]2[CH:20]=[C:19]([CH2:29][CH3:30])[CH:18]=[CH:17][C:12]=2[C:13]([O:15][CH3:16])=[O:14])[N:7]([C:22]2[CH:27]=[CH:26][CH:25]=[CH:24][C:23]=2[CH3:28])[N:6]=1)([CH3:4])([CH3:3])[CH3:2]. The yield is 0.810.